Task: Regression. Given a peptide amino acid sequence and an MHC pseudo amino acid sequence, predict their binding affinity value. This is MHC class I binding data.. Dataset: Peptide-MHC class I binding affinity with 185,985 pairs from IEDB/IMGT (1) The peptide sequence is VLAFITFLR. The MHC is HLA-A33:01 with pseudo-sequence HLA-A33:01. The binding affinity (normalized) is 0.607. (2) The peptide sequence is MRHVLEPF. The MHC is Mamu-B03 with pseudo-sequence Mamu-B03. The binding affinity (normalized) is 0.410. (3) The peptide sequence is VVDKYFDCY. The MHC is HLA-B58:01 with pseudo-sequence HLA-B58:01. The binding affinity (normalized) is 0.0847. (4) The peptide sequence is FAAFYFVFI. The MHC is HLA-B58:01 with pseudo-sequence HLA-B58:01. The binding affinity (normalized) is 0.0847.